Dataset: Forward reaction prediction with 1.9M reactions from USPTO patents (1976-2016). Task: Predict the product of the given reaction. Given the reactants [Br:1][C:2]1[C:10]([CH3:11])=[CH:9][CH:8]=[CH:7][C:3]=1[C:4](O)=[O:5].ClC(OCC(C)C)=O.[NH3:20].O, predict the reaction product. The product is: [Br:1][C:2]1[C:10]([CH3:11])=[CH:9][CH:8]=[CH:7][C:3]=1[C:4]([NH2:20])=[O:5].